Dataset: Forward reaction prediction with 1.9M reactions from USPTO patents (1976-2016). Task: Predict the product of the given reaction. (1) Given the reactants [C:1](Cl)(=[O:5])[CH:2]([CH3:4])[CH3:3].[NH2:7][CH2:8][C:9]1[C:14]([CH2:15][OH:16])=[C:13]([CH3:17])[CH:12]=[CH:11][N:10]=1.O, predict the reaction product. The product is: [OH:16][CH2:15][C:14]1[C:9]([CH2:8][NH:7][C:1](=[O:5])[CH:2]([CH3:4])[CH3:3])=[N:10][CH:11]=[CH:12][C:13]=1[CH3:17]. (2) Given the reactants [Br:1][C:2]1[CH:7]=[CH:6][CH:5]=[C:4]([Br:8])[CH:3]=1.[N+:9]([O-])([O-:11])=[O:10].[NH4+], predict the reaction product. The product is: [Br:1][C:2]1[CH:3]=[C:4]([Br:8])[CH:5]=[CH:6][C:7]=1[N+:9]([O-:11])=[O:10].